This data is from NCI-60 drug combinations with 297,098 pairs across 59 cell lines. The task is: Regression. Given two drug SMILES strings and cell line genomic features, predict the synergy score measuring deviation from expected non-interaction effect. (1) Drug 1: C1C(C(OC1N2C=NC3=C(N=C(N=C32)Cl)N)CO)O. Drug 2: C1CCC(C(C1)N)N.C(=O)(C(=O)[O-])[O-].[Pt+4]. Cell line: MCF7. Synergy scores: CSS=27.7, Synergy_ZIP=-8.21, Synergy_Bliss=-0.0465, Synergy_Loewe=-6.38, Synergy_HSA=-2.64. (2) Synergy scores: CSS=-6.05, Synergy_ZIP=6.44, Synergy_Bliss=5.19, Synergy_Loewe=-6.05, Synergy_HSA=-5.65. Drug 2: CC1=CC2C(CCC3(C2CCC3(C(=O)C)OC(=O)C)C)C4(C1=CC(=O)CC4)C. Drug 1: CC1=C(C=C(C=C1)NC2=NC=CC(=N2)N(C)C3=CC4=NN(C(=C4C=C3)C)C)S(=O)(=O)N.Cl. Cell line: SW-620. (3) Drug 1: C1CCC(CC1)NC(=O)N(CCCl)N=O. Drug 2: CN(C)C1=NC(=NC(=N1)N(C)C)N(C)C. Cell line: MOLT-4. Synergy scores: CSS=26.9, Synergy_ZIP=0.743, Synergy_Bliss=3.20, Synergy_Loewe=-33.9, Synergy_HSA=0.0383. (4) Drug 1: C1=NC2=C(N1)C(=S)N=C(N2)N. Drug 2: C(CC(=O)O)C(=O)CN.Cl. Cell line: MOLT-4. Synergy scores: CSS=51.2, Synergy_ZIP=-4.25, Synergy_Bliss=-8.73, Synergy_Loewe=-22.1, Synergy_HSA=-5.74. (5) Drug 1: C1CN(CCN1C(=O)CCBr)C(=O)CCBr. Drug 2: CC12CCC3C(C1CCC2OP(=O)(O)O)CCC4=C3C=CC(=C4)OC(=O)N(CCCl)CCCl.[Na+]. Cell line: CAKI-1. Synergy scores: CSS=-1.96, Synergy_ZIP=-5.68, Synergy_Bliss=-11.5, Synergy_Loewe=-16.2, Synergy_HSA=-12.1. (6) Drug 1: CC1=CC=C(C=C1)C2=CC(=NN2C3=CC=C(C=C3)S(=O)(=O)N)C(F)(F)F. Drug 2: C#CCC(CC1=CN=C2C(=N1)C(=NC(=N2)N)N)C3=CC=C(C=C3)C(=O)NC(CCC(=O)O)C(=O)O. Cell line: 786-0. Synergy scores: CSS=71.8, Synergy_ZIP=20.5, Synergy_Bliss=0.726, Synergy_Loewe=79.0, Synergy_HSA=0.870. (7) Drug 1: CCCS(=O)(=O)NC1=C(C(=C(C=C1)F)C(=O)C2=CNC3=C2C=C(C=N3)C4=CC=C(C=C4)Cl)F. Drug 2: C1CCC(CC1)NC(=O)N(CCCl)N=O. Cell line: SK-MEL-5. Synergy scores: CSS=36.8, Synergy_ZIP=5.16, Synergy_Bliss=8.32, Synergy_Loewe=-9.11, Synergy_HSA=7.39.